From a dataset of Catalyst prediction with 721,799 reactions and 888 catalyst types from USPTO. Predict which catalyst facilitates the given reaction. (1) Reactant: [C:1]1([CH2:7][CH2:8][CH2:9][CH2:10][O:11][C:12]2[CH:24]=[CH:23][C:15]([O:16][CH2:17][C:18]([O:20]CC)=[O:19])=[CH:14][CH:13]=2)[CH:6]=[CH:5][CH:4]=[CH:3][CH:2]=1.O.[OH-].[Li+].O1CCCC1.Cl. Product: [C:1]1([CH2:7][CH2:8][CH2:9][CH2:10][O:11][C:12]2[CH:13]=[CH:14][C:15]([O:16][CH2:17][C:18]([OH:20])=[O:19])=[CH:23][CH:24]=2)[CH:6]=[CH:5][CH:4]=[CH:3][CH:2]=1. The catalyst class is: 72. (2) Reactant: [NH2:1][C@@H:2]1[CH:7]2[CH2:8][CH2:9][N:4]([CH2:5][CH2:6]2)[C@H:3]1[CH2:10][C:11]1[CH:12]=[N:13][CH:14]=[CH:15][CH:16]=1.C(O)C.[C:20]1([CH3:47])[CH:25]=[CH:24][C:23]([C:26]([C@:28]([C:44]([OH:46])=[O:45])([OH:43])[C@:29]([C:34]([C:36]2[CH:41]=[CH:40][C:39]([CH3:42])=[CH:38][CH:37]=2)=[O:35])([OH:33])[C:30]([OH:32])=[O:31])=[O:27])=[CH:22][CH:21]=1. Product: [C:20]1([CH3:47])[CH:25]=[CH:24][C:23]([C:26]([C@:28]([C:44]([OH:46])=[O:45])([OH:43])[C@:29]([C:34]([C:36]2[CH:37]=[CH:38][C:39]([CH3:42])=[CH:40][CH:41]=2)=[O:35])([OH:33])[C:30]([OH:32])=[O:31])=[O:27])=[CH:22][CH:21]=1.[NH2:1][C@@H:2]1[CH:7]2[CH2:6][CH2:5][N:4]([CH2:9][CH2:8]2)[C@H:3]1[CH2:10][C:11]1[CH:12]=[N:13][CH:14]=[CH:15][CH:16]=1. The catalyst class is: 40.